From a dataset of Reaction yield outcomes from USPTO patents with 853,638 reactions. Predict the reaction yield, written as a fraction of the theoretical maximum amount of product (1.0 means a 100% yield; for example, 0.34 means a 34% yield). (1) The reactants are Cl.[CH3:2][N:3]1[CH:7]=[N:6][C:5]([C:8](=[NH:10])[NH2:9])=[N:4]1.[Br:11][C:12]1[CH:19]=[C:18]([F:20])[CH:17]=[CH:16][C:13]=1[CH:14]=O.O=[C:22]([CH3:29])[CH2:23][C:24]([O:26][CH2:27][CH3:28])=[O:25]. No catalyst specified. The product is [Br:11][C:12]1[CH:19]=[C:18]([F:20])[CH:17]=[CH:16][C:13]=1[CH:14]1[C:23]([C:24]([O:26][CH2:27][CH3:28])=[O:25])=[C:22]([CH3:29])[NH:9][C:8]([C:5]2[N:6]=[CH:7][N:3]([CH3:2])[N:4]=2)=[N:10]1. The yield is 0.630. (2) The reactants are [CH3:1][N:2]([CH3:20])[C:3]1[CH:8]=[CH:7][C:6]([C:9]2[C:17]3[C:12](=[CH:13][CH:14]=[C:15]([C:18]#[N:19])[CH:16]=3)[NH:11][N:10]=2)=[CH:5][CH:4]=1.[OH-:21].[Na+]. The catalyst is Cl. The product is [CH3:1][N:2]([CH3:20])[C:3]1[CH:4]=[CH:5][C:6]([C:9]2[C:17]3[C:12](=[CH:13][CH:14]=[C:15]([C:18]([NH2:19])=[O:21])[CH:16]=3)[NH:11][N:10]=2)=[CH:7][CH:8]=1. The yield is 0.521.